Predict which catalyst facilitates the given reaction. From a dataset of Catalyst prediction with 721,799 reactions and 888 catalyst types from USPTO. (1) Reactant: [CH3:1][C:2]1[CH:7]=[C:6]([O:8][C:9]2[C:18]3[C:17](=[O:19])[N:16]([CH2:20][C:21]4[CH:26]=[CH:25][C:24]([O:27][CH3:28])=[CH:23][CH:22]=4)C(=O)[N:14]([C:30]4[CH:35]=[CH:34][C:33]([I:36])=[CH:32][C:31]=4[F:37])[C:13]=3[N:12]([CH3:38])[C:11](=[O:39])[CH:10]=2)[CH:5]=[CH:4][N:3]=1.[OH-].[Li+].C(OCC)(=O)C. Product: [CH3:1][C:2]1[CH:7]=[C:6]([O:8][C:9]2[C:18]([C:17]([NH:16][CH2:20][C:21]3[CH:22]=[CH:23][C:24]([O:27][CH3:28])=[CH:25][CH:26]=3)=[O:19])=[C:13]([NH:14][C:30]3[CH:35]=[CH:34][C:33]([I:36])=[CH:32][C:31]=3[F:37])[N:12]([CH3:38])[C:11](=[O:39])[CH:10]=2)[CH:5]=[CH:4][N:3]=1. The catalyst class is: 30. (2) Reactant: [CH2:1]([NH:3][C:4]1[CH:9]=[C:8]([O:10][CH3:11])[CH:7]=[CH:6][C:5]=1[CH:12]1[CH2:21][CH2:20][C:19]2[C:14](=[CH:15][CH:16]=[C:17]([O:22][CH3:23])[CH:18]=2)[CH2:13]1)[CH3:2].[OH-].[Na+].[C:26]1([CH2:32][C:33](Cl)=[O:34])[CH:31]=[CH:30][CH:29]=[CH:28][CH:27]=1.O. Product: [CH2:1]([N:3]([C:4]1[CH:9]=[C:8]([O:10][CH3:11])[CH:7]=[CH:6][C:5]=1[CH:12]1[CH2:21][CH2:20][C:19]2[C:14](=[CH:15][CH:16]=[C:17]([O:22][CH3:23])[CH:18]=2)[CH2:13]1)[C:33](=[O:34])[CH2:32][C:26]1[CH:31]=[CH:30][CH:29]=[CH:28][CH:27]=1)[CH3:2]. The catalyst class is: 4.